From a dataset of Reaction yield outcomes from USPTO patents with 853,638 reactions. Predict the reaction yield, written as a fraction of the theoretical maximum amount of product (1.0 means a 100% yield; for example, 0.34 means a 34% yield). (1) The reactants are Br[C:2]1[N:7]=[C:6]2[N:8]([CH2:13][C@H:14]3[CH2:19][CH2:18][C@H:17]([O:20][CH3:21])[CH2:16][CH2:15]3)[C:9](=[O:12])[CH2:10][NH:11][C:5]2=[N:4][CH:3]=1.[CH3:22][Sn:23]([CH3:29])([CH3:28])[Sn:23]([CH3:29])([CH3:28])[CH3:22]. The yield is 0.690. The product is [CH3:21][O:20][C@H:17]1[CH2:18][CH2:19][C@H:14]([CH2:13][N:8]2[C:6]3=[N:7][C:2]([Sn:23]([CH3:29])([CH3:28])[CH3:22])=[CH:3][N:4]=[C:5]3[NH:11][CH2:10][C:9]2=[O:12])[CH2:15][CH2:16]1. The catalyst is C1C=CC([P]([Pd]([P](C2C=CC=CC=2)(C2C=CC=CC=2)C2C=CC=CC=2)([P](C2C=CC=CC=2)(C2C=CC=CC=2)C2C=CC=CC=2)[P](C2C=CC=CC=2)(C2C=CC=CC=2)C2C=CC=CC=2)(C2C=CC=CC=2)C2C=CC=CC=2)=CC=1.O1CCOCC1. (2) The reactants are C[O:2][C:3]([C:5]1[N:6]=[C:7]2[C:12]([C:13]([F:16])([F:15])[F:14])=[CH:11][C:10]([C:17]3[CH:18]=[N:19][N:20](C(OC(C)(C)C)=O)[CH:21]=3)=[CH:9][N:8]2[CH:29]=1)=[O:4].[OH-].[Na+].C(O)(=O)CC(CC(O)=O)(C(O)=O)O. The catalyst is C1COCC1.CN(C=O)C. The product is [NH:19]1[CH:18]=[C:17]([C:10]2[CH:11]=[C:12]([C:13]([F:15])([F:16])[F:14])[C:7]3[N:8]([CH:29]=[C:5]([C:3]([OH:4])=[O:2])[N:6]=3)[CH:9]=2)[CH:21]=[N:20]1. The yield is 0.930. (3) The reactants are [CH2:1]([O:3][C:4]([C:6]1[CH:7]=[N:8][CH:9]=[CH:10][C:11]=1Cl)=[O:5])[CH3:2].CC(C)([O-])C.[K+].[SH:19][CH2:20][CH2:21][C:22]([O:24][CH3:25])=[O:23]. The catalyst is O1CCCC1. The product is [CH2:1]([O:3][C:4]([C:6]1[CH:7]=[N:8][CH:9]=[CH:10][C:11]=1[S:19][CH2:20][CH2:21][C:22]([O:24][CH3:25])=[O:23])=[O:5])[CH3:2]. The yield is 0.480.